Task: Predict the reactants needed to synthesize the given product.. Dataset: Full USPTO retrosynthesis dataset with 1.9M reactions from patents (1976-2016) (1) The reactants are: [Si]([O:8][CH2:9][C:10]1[N:15]=[C:14]([C:16]2[CH:21]=[C:20]([O:22][CH2:23][C:24]3[CH:25]=[C:26]([CH:29]=[CH:30][CH:31]=3)[C:27]#[N:28])[N:19]=[C:18]3[CH2:32][CH2:33][CH2:34][C:17]=23)[CH:13]=[N:12][CH:11]=1)(C(C)(C)C)(C)C.CCCC[N+](CCCC)(CCCC)CCCC.[F-].C1COCC1. Given the product [OH:8][CH2:9][C:10]1[N:15]=[C:14]([C:16]2[CH:21]=[C:20]([O:22][CH2:23][C:24]3[CH:25]=[C:26]([CH:29]=[CH:30][CH:31]=3)[C:27]#[N:28])[N:19]=[C:18]3[CH2:32][CH2:33][CH2:34][C:17]=23)[CH:13]=[N:12][CH:11]=1, predict the reactants needed to synthesize it. (2) Given the product [CH:8]([O:11][C:12]1[N:17]=[CH:16][C:15]([O:18][C:19]2[CH:24]=[CH:23][C:22](/[CH:25]=[CH:26]/[CH:27]([NH:29][C:3](=[O:5])[CH3:2])[CH3:28])=[CH:21][CH:20]=2)=[CH:14][CH:13]=1)([CH3:10])[CH3:9], predict the reactants needed to synthesize it. The reactants are: F[C:2](F)(F)[C:3]([OH:5])=O.[CH:8]([O:11][C:12]1[N:17]=[CH:16][C:15]([O:18][C:19]2[CH:24]=[CH:23][C:22](/[CH:25]=[CH:26]/[CH:27]([NH2:29])[CH3:28])=[CH:21][CH:20]=2)=[CH:14][CH:13]=1)([CH3:10])[CH3:9].C(OC(=O)C)(=O)C.